Dataset: Reaction yield outcomes from USPTO patents with 853,638 reactions. Task: Predict the reaction yield, written as a fraction of the theoretical maximum amount of product (1.0 means a 100% yield; for example, 0.34 means a 34% yield). The reactants are Br[C:2]1[CH:7]=[CH:6][C:5]([N+:8]([O-:10])=[O:9])=[C:4]([F:11])[CH:3]=1.CC([O-])=O.[K+].[B:17]1([B:17]2[O:21][C:20]([CH3:23])([CH3:22])[C:19]([CH3:25])([CH3:24])[O:18]2)[O:21][C:20]([CH3:23])([CH3:22])[C:19]([CH3:25])([CH3:24])[O:18]1.C(Cl)Cl. The catalyst is O1CCOCC1. The product is [F:11][C:4]1[CH:3]=[C:2]([B:17]2[O:21][C:20]([CH3:23])([CH3:22])[C:19]([CH3:25])([CH3:24])[O:18]2)[CH:7]=[CH:6][C:5]=1[N+:8]([O-:10])=[O:9]. The yield is 0.700.